From a dataset of Forward reaction prediction with 1.9M reactions from USPTO patents (1976-2016). Predict the product of the given reaction. (1) Given the reactants [NH2:1][C:2]1[S:3][C:4]([C:8]([O:10][CH2:11][CH3:12])=[O:9])=[C:5]([CH3:7])[N:6]=1.N1C=CC=CC=1.[C:19](Cl)(=[O:26])[C:20]1[CH:25]=[CH:24][CH:23]=[CH:22][CH:21]=1, predict the reaction product. The product is: [C:19]([NH:1][C:2]1[S:3][C:4]([C:8]([O:10][CH2:11][CH3:12])=[O:9])=[C:5]([CH3:7])[N:6]=1)(=[O:26])[C:20]1[CH:25]=[CH:24][CH:23]=[CH:22][CH:21]=1. (2) The product is: [C:1]([N:5]1[CH2:22][CH:21]([CH2:23][CH3:24])[O:20][C:7]2([CH2:12][CH2:11][NH:10][CH2:9][CH2:8]2)[CH2:6]1)([CH3:4])([CH3:3])[CH3:2]. Given the reactants [C:1]([N:5]1[CH2:22][CH:21]([CH2:23][CH3:24])[O:20][C:7]2([CH2:12][CH2:11][N:10](C(OC(C)(C)C)=O)[CH2:9][CH2:8]2)[CH2:6]1)([CH3:4])([CH3:3])[CH3:2].Cl.O1CCOCC1, predict the reaction product. (3) Given the reactants [CH3:1][O:2][C:3]([C@@H:5]1[CH2:18][C@H:17]([O:19][C:20](=[O:28])[NH:21][C:22]2[CH:27]=[CH:26][CH:25]=[CH:24][CH:23]=2)[C:16](=[O:29])[C@H:15]2[C@@:6]1([CH3:37])[CH2:7][CH2:8][C@@H:9]1[C@:14]2([CH3:30])[CH2:13][C@@H:12]([C:31]2[CH:35]=[CH:34][O:33][CH:32]=2)[O:11][C:10]1=[O:36])=[O:4].[Br:38]C1C=CC(N=C=O)=CC=1, predict the reaction product. The product is: [CH3:1][O:2][C:3]([C@@H:5]1[CH2:18][C@H:17]([O:19][C:20](=[O:28])[NH:21][C:22]2[CH:27]=[CH:26][C:25]([Br:38])=[CH:24][CH:23]=2)[C:16](=[O:29])[C@H:15]2[C@@:6]1([CH3:37])[CH2:7][CH2:8][C@@H:9]1[C@:14]2([CH3:30])[CH2:13][C@@H:12]([C:31]2[CH:35]=[CH:34][O:33][CH:32]=2)[O:11][C:10]1=[O:36])=[O:4]. (4) Given the reactants [F:1][C:2]1[CH:7]=[CH:6][CH:5]=[CH:4][C:3]=1[C:8]1[CH:9]=[N:10][C:11]([N:14]2[C:22]3[C:17](=[CH:18][CH:19]=[C:20]([C:23]([N:25]4[CH2:30][CH2:29][N:28](C(OC(C)(C)C)=O)[CH2:27][CH2:26]4)=[O:24])[CH:21]=3)[C:16]([S:38]([CH3:40])=[O:39])=[CH:15]2)=[N:12][CH:13]=1.CS(C1C2C(=CC(C(N3CCNCC3)=O)=CC=2)N(C2N=CC(C3C=CC=CC=3)=CN=2)C=1)=O, predict the reaction product. The product is: [F:1][C:2]1[CH:7]=[CH:6][CH:5]=[CH:4][C:3]=1[C:8]1[CH:13]=[N:12][C:11]([N:14]2[C:22]3[C:17](=[CH:18][CH:19]=[C:20]([C:23]([N:25]4[CH2:30][CH2:29][NH:28][CH2:27][CH2:26]4)=[O:24])[CH:21]=3)[C:16]([S:38]([CH3:40])=[O:39])=[CH:15]2)=[N:10][CH:9]=1. (5) Given the reactants COC1C=CC(C[N:8](CC2C=CC(OC)=CC=2)[C:9]2[N:14]=[C:13]([C:15]3[C:16]([NH:21][C:22]4[CH:27]=[CH:26][N:25]=[C:24]([O:28]CC5C=CC(OC)=CC=5)[CH:23]=4)=[N:17][CH:18]=[CH:19][CH:20]=3)[N:12]=[C:11]([CH3:38])[N:10]=2)=CC=1.FC(F)(F)C(O)=O.FC(F)(F)S(O)(=O)=O.C([O-])(O)=O.[Na+], predict the reaction product. The product is: [NH2:8][C:9]1[N:10]=[C:11]([CH3:38])[N:12]=[C:13]([C:15]2[C:16]([NH:21][C:22]3[CH:27]=[CH:26][NH:25][C:24](=[O:28])[CH:23]=3)=[N:17][CH:18]=[CH:19][CH:20]=2)[N:14]=1. (6) Given the reactants [CH3:1][N:2]1[C:7](=[O:8])[C:6]2=[C:9]([S:23][CH2:24][CH2:25][CH2:26][C:27]([O:29]C)=[O:28])[N:10]([CH2:12][C:13]3[C:22]4[C:17](=[CH:18][CH:19]=[CH:20][CH:21]=4)[CH:16]=[CH:15][CH:14]=3)[CH:11]=[C:5]2[C:4]([CH2:31][CH:32]([CH3:34])[CH3:33])=[N:3]1.O.[OH-].[Li+], predict the reaction product. The product is: [CH3:1][N:2]1[C:7](=[O:8])[C:6]2=[C:9]([S:23][CH2:24][CH2:25][CH2:26][C:27]([OH:29])=[O:28])[N:10]([CH2:12][C:13]3[C:22]4[C:17](=[CH:18][CH:19]=[CH:20][CH:21]=4)[CH:16]=[CH:15][CH:14]=3)[CH:11]=[C:5]2[C:4]([CH2:31][CH:32]([CH3:34])[CH3:33])=[N:3]1.